Task: Predict which catalyst facilitates the given reaction.. Dataset: Catalyst prediction with 721,799 reactions and 888 catalyst types from USPTO (1) Reactant: C([N:8]1[CH2:14][C:13]2[N:15]=[CH:16][C:17]([N:19]3[CH2:24][CH2:23][CH2:22][CH2:21][CH:20]3[CH3:25])=[N:18][C:12]=2[O:11][CH2:10][CH2:9]1)C1C=CC=CC=1.C(OCC)(=O)C.[ClH:32]. Product: [ClH:32].[CH3:25][CH:20]1[CH2:21][CH2:22][CH2:23][CH2:24][N:19]1[C:17]1[CH:16]=[N:15][C:13]2[CH2:14][NH:8][CH2:9][CH2:10][O:11][C:12]=2[N:18]=1. The catalyst class is: 105. (2) Reactant: [ClH:1].C(OC([NH:9][CH2:10][C@H:11]1[CH2:16][CH2:15][C@H:14]([C:17]([NH:19][C@H:20]([C:40](=[O:53])[NH:41][C:42]2[CH:47]=[CH:46][C:45]([C:48]3[N:49]=[N:50][NH:51][N:52]=3)=[CH:44][CH:43]=2)[CH2:21][C:22]2[CH:27]=[CH:26][C:25]([C:28]3[CH:33]=[CH:32][CH:31]=[C:30]([C:34]([O:36][CH2:37][CH3:38])=[O:35])[C:29]=3[F:39])=[CH:24][CH:23]=2)=[O:18])[CH2:13][CH2:12]1)=O)(C)(C)C. Product: [ClH:1].[NH2:9][CH2:10][C@H:11]1[CH2:12][CH2:13][C@H:14]([C:17]([NH:19][C@H:20]([C:40](=[O:53])[NH:41][C:42]2[CH:43]=[CH:44][C:45]([C:48]3[N:49]=[N:50][NH:51][N:52]=3)=[CH:46][CH:47]=2)[CH2:21][C:22]2[CH:23]=[CH:24][C:25]([C:28]3[CH:33]=[CH:32][CH:31]=[C:30]([C:34]([O:36][CH2:37][CH3:38])=[O:35])[C:29]=3[F:39])=[CH:26][CH:27]=2)=[O:18])[CH2:15][CH2:16]1. The catalyst class is: 12. (3) Reactant: [C:1]1([S:7]([N:10]2[CH:15]3[CH2:16][CH2:17][CH:11]2[CH2:12][N:13]([CH2:18][C:19](O)=[O:20])[CH2:14]3)(=[O:9])=[O:8])[CH:6]=[CH:5][CH:4]=[CH:3][CH:2]=1.F[C:23]1([CH3:30])[CH:29]=[CH:28][CH:27]=[CH:26][CH:24]1[NH2:25].C1CN([P+](Br)(N2CCCC2)N2CCCC2)CC1.[F:48][P-](F)(F)(F)(F)F. Product: [F:48][C:29]1[C:23]([CH3:30])=[C:24]([NH:25][C:19](=[O:20])[CH2:18][N:13]2[CH2:12][CH:11]3[N:10]([S:7]([C:1]4[CH:2]=[CH:3][CH:4]=[CH:5][CH:6]=4)(=[O:8])=[O:9])[CH:15]([CH2:16][CH2:17]3)[CH2:14]2)[CH:26]=[CH:27][CH:28]=1. The catalyst class is: 9. (4) Reactant: C([NH:4][C:5]1[CH:9]=[CH:8][N:7]([C:10]2[CH:15]=[CH:14][C:13]([Br:16])=[CH:12][CH:11]=2)[C:6]=1[C:17]([O:19][CH2:20][CH3:21])=[O:18])(=O)C.[ClH:22]. The catalyst class is: 8. Product: [ClH:22].[NH2:4][C:5]1[CH:9]=[CH:8][N:7]([C:10]2[CH:11]=[CH:12][C:13]([Br:16])=[CH:14][CH:15]=2)[C:6]=1[C:17]([O:19][CH2:20][CH3:21])=[O:18].